This data is from TCR-epitope binding with 47,182 pairs between 192 epitopes and 23,139 TCRs. The task is: Binary Classification. Given a T-cell receptor sequence (or CDR3 region) and an epitope sequence, predict whether binding occurs between them. (1) The epitope is TEKSNIIRGW. The TCR CDR3 sequence is CASSGGTASTDTQYF. Result: 0 (the TCR does not bind to the epitope). (2) The epitope is GLCTLVAML. The TCR CDR3 sequence is CASSLGAAITGTF. Result: 1 (the TCR binds to the epitope). (3) The epitope is HLVDFQVTI. The TCR CDR3 sequence is CASSPGLGLYEQYF. Result: 1 (the TCR binds to the epitope). (4) The epitope is IPIQASLPF. The TCR CDR3 sequence is CASSLGDEQFF. Result: 0 (the TCR does not bind to the epitope). (5) The epitope is VLWAHGFEL. The TCR CDR3 sequence is CASSLEAGANVLTF. Result: 1 (the TCR binds to the epitope). (6) The epitope is VVYRGTTTY. The TCR CDR3 sequence is CATSDLRYGEDLNTEAFF. Result: 0 (the TCR does not bind to the epitope). (7) The epitope is KAYNVTQAF. The TCR CDR3 sequence is CASSQDLGTDTQYF. Result: 1 (the TCR binds to the epitope). (8) The epitope is FVDGVPFVV. The TCR CDR3 sequence is CASSPGTDEAFF. Result: 0 (the TCR does not bind to the epitope). (9) The epitope is RLDKVEAEV. The TCR CDR3 sequence is CASSLGDAGATGELFF. Result: 0 (the TCR does not bind to the epitope). (10) The epitope is GPGHKARVL. The TCR CDR3 sequence is CASSFRDLKNEQFF. Result: 0 (the TCR does not bind to the epitope).